Dataset: Forward reaction prediction with 1.9M reactions from USPTO patents (1976-2016). Task: Predict the product of the given reaction. (1) Given the reactants [Br:1][C:2]1[CH:3]=[CH:4][C:5]([CH2:8][OH:9])=[N:6][CH:7]=1.[CH2:10]1COCC1.CN(C=O)C.[H-].[Na+].CI, predict the reaction product. The product is: [Br:1][C:2]1[CH:3]=[CH:4][C:5]([CH2:8][O:9][CH3:10])=[N:6][CH:7]=1. (2) Given the reactants [Br:1][C:2]1[CH:3]=[CH:4][C:5]([F:19])=[C:6]([C:8]2[NH:17][C:16](=O)[C:15]3[C:10](=[N:11][CH:12]=[CH:13][N:14]=3)[N:9]=2)[CH:7]=1.[CH2:20]([NH:27][C:28]1[CH:33]=[CH:32][N:31]=[CH:30][CH:29]=1)[C:21]1[CH:26]=[CH:25][CH:24]=[CH:23][CH:22]=1.C(N(C1C=CN=CC=1)C1C2C(=NC=CN=2)N=C(C2C=C(Br)C=CC=2F)N=1)CCC, predict the reaction product. The product is: [CH2:20]([N:27]([C:28]1[CH:33]=[CH:32][N:31]=[CH:30][CH:29]=1)[C:16]1[C:15]2[C:10](=[N:11][CH:12]=[CH:13][N:14]=2)[N:9]=[C:8]([C:6]2[CH:7]=[C:2]([Br:1])[CH:3]=[CH:4][C:5]=2[F:19])[N:17]=1)[C:21]1[CH:22]=[CH:23][CH:24]=[CH:25][CH:26]=1. (3) The product is: [N+:1]([C:4]1[CH:8]=[CH:7][N:6]([CH2:9][CH2:10][NH:11][C:17](=[O:18])[O:16][C:13]([CH3:15])([CH3:14])[CH3:12])[N:5]=1)([O-:3])=[O:2]. Given the reactants [N+:1]([C:4]1[CH:8]=[CH:7][N:6]([CH2:9][CH2:10][NH2:11])[N:5]=1)([O-:3])=[O:2].[CH3:12][C:13]([O:16][C:17](O[C:17]([O:16][C:13]([CH3:15])([CH3:14])[CH3:12])=[O:18])=[O:18])([CH3:15])[CH3:14].C(N(CC)CC)C, predict the reaction product. (4) Given the reactants [OH-].[Na+].[Cl:3][C:4]1[CH:15]=[C:14]([O:16][CH2:17][C:18]#[CH:19])[C:13]([F:20])=[CH:12][C:5]=1[C:6]([O:8]CC#C)=[O:7].Cl, predict the reaction product. The product is: [Cl:3][C:4]1[CH:15]=[C:14]([O:16][CH2:17][C:18]#[CH:19])[C:13]([F:20])=[CH:12][C:5]=1[C:6]([OH:8])=[O:7]. (5) Given the reactants [O:1]=[C:2]1[N:7]([C:8]2[CH:13]=[CH:12][N:11]=[C:10]([C:14]([F:17])([F:16])[F:15])[CH:9]=2)[CH:6]2[CH:4]([CH2:5]2)[N:3]1C(OCC1C=CC=CC=1)=O.Cl, predict the reaction product. The product is: [F:17][C:14]([F:15])([F:16])[C:10]1[CH:9]=[C:8]([N:7]2[C:2](=[O:1])[NH:3][CH:4]3[CH:6]2[CH2:5]3)[CH:13]=[CH:12][N:11]=1.